From a dataset of Catalyst prediction with 721,799 reactions and 888 catalyst types from USPTO. Predict which catalyst facilitates the given reaction. (1) Reactant: [C:1]1([C@H:7]2[C@@H:11]([C:12]3[CH:17]=[CH:16][CH:15]=[CH:14][CH:13]=3)[NH:10][C:9](=[S:18])[NH:8]2)[CH:6]=[CH:5][CH:4]=[CH:3][CH:2]=1.[F:19][C:20]1[CH:27]=[CH:26][CH:25]=[CH:24][C:21]=1[CH2:22][Cl:23]. Product: [ClH:23].[F:19][C:20]1[CH:27]=[CH:26][CH:25]=[CH:24][C:21]=1[CH2:22][S:18][C:9]1[NH:8][C@H:7]([C:1]2[CH:2]=[CH:3][CH:4]=[CH:5][CH:6]=2)[C@H:11]([C:12]2[CH:13]=[CH:14][CH:15]=[CH:16][CH:17]=2)[N:10]=1. The catalyst class is: 14. (2) Reactant: [OH:1][C:2]1[CH:10]=[CH:9][C:5]([C:6](O)=[O:7])=[C:4]([C:11]([F:14])([F:13])[F:12])[CH:3]=1.CO. Product: [OH:7][CH2:6][C:5]1[CH:9]=[CH:10][C:2]([OH:1])=[CH:3][C:4]=1[C:11]([F:12])([F:13])[F:14]. The catalyst class is: 1. (3) Reactant: [C:1]([CH:5]=P(C1C=CC=CC=1)(C1C=CC=CC=1)C1C=CC=CC=1)([O:3][CH3:4])=[O:2].[CH:25]([C@H:27]1[CH2:32][CH2:31][CH2:30][N:29]([C:33]([O:35][C:36]([CH3:39])([CH3:38])[CH3:37])=[O:34])[CH2:28]1)=O. Product: [CH3:4][O:3][C:1](=[O:2])/[CH:5]=[CH:25]/[C@H:27]1[CH2:32][CH2:31][CH2:30][N:29]([C:33]([O:35][C:36]([CH3:39])([CH3:38])[CH3:37])=[O:34])[CH2:28]1. The catalyst class is: 11. (4) Reactant: C1(O[C:8](=[O:17])[NH:9][C:10]2[CH:15]=[N:14][C:13]([CH3:16])=[CH:12][N:11]=2)C=CC=CC=1.[Cl:18][C:19]1[CH:20]=[CH:21][C:22]([O:26][CH2:27][CH2:28][CH2:29][N:30]([CH3:32])[CH3:31])=[C:23]([NH2:25])[CH:24]=1. Product: [Cl:18][C:19]1[CH:20]=[CH:21][C:22]([O:26][CH2:27][CH2:28][CH2:29][N:30]([CH3:31])[CH3:32])=[C:23]([NH:25][C:8]([NH:9][C:10]2[CH:15]=[N:14][C:13]([CH3:16])=[CH:12][N:11]=2)=[O:17])[CH:24]=1. The catalyst class is: 12. (5) Reactant: C([O:3][C:4](=[O:34])[C:5]([S:8][C:9]1[CH:14]=[CH:13][C:12]([O:15][CH2:16][CH2:17][CH2:18][N:19]2[C:24](=[O:25])[C:23]3[N:26]([CH3:32])[N:27]=[C:28]([CH2:29][CH2:30][CH3:31])[C:22]=3[N:21]=[C:20]2[CH3:33])=[CH:11][CH:10]=1)([CH3:7])[CH3:6])C.C(=O)([O-])[O-].[Na+].[Na+]. Product: [CH3:32][N:26]1[C:23]2[C:24](=[O:25])[N:19]([CH2:18][CH2:17][CH2:16][O:15][C:12]3[CH:13]=[CH:14][C:9]([S:8][C:5]([CH3:6])([CH3:7])[C:4]([OH:34])=[O:3])=[CH:10][CH:11]=3)[C:20]([CH3:33])=[N:21][C:22]=2[C:28]([CH2:29][CH2:30][CH3:31])=[N:27]1. The catalyst class is: 5. (6) Reactant: [C:1]1([C:7]2[NH:8][C:9]3[C:14]([C:15]=2[CH2:16][CH2:17]OS(C)(=O)=O)=[CH:13][CH:12]=[CH:11][CH:10]=3)[CH:6]=[CH:5][CH:4]=[CH:3][CH:2]=1.[NH:23]1[CH2:32][CH2:31][CH:26]([C:27]([O:29][CH3:30])=[O:28])[CH2:25][CH2:24]1.C(=O)([O-])O.[Na+]. Product: [CH3:30][O:29][C:27]([CH:26]1[CH2:31][CH2:32][N:23]([CH2:17][CH2:16][C:15]2[C:14]3[C:9](=[CH:10][CH:11]=[CH:12][CH:13]=3)[NH:8][C:7]=2[C:1]2[CH:6]=[CH:5][CH:4]=[CH:3][CH:2]=2)[CH2:24][CH2:25]1)=[O:28]. The catalyst class is: 10. (7) Reactant: [NH2:1][CH:2]([CH3:7])[C:3]([CH3:6])([OH:5])[CH3:4].C(N(CC)CC)C.[Br:15][C:16]1[CH:21]=[CH:20][C:19]([S:22](Cl)(=[O:24])=[O:23])=[CH:18][CH:17]=1. Product: [Br:15][C:16]1[CH:21]=[CH:20][C:19]([S:22]([NH:1][CH:2]([CH3:7])[C:3]([OH:5])([CH3:6])[CH3:4])(=[O:24])=[O:23])=[CH:18][CH:17]=1. The catalyst class is: 4. (8) Reactant: Br[C:2]1[C:3]([CH3:10])=[CH:4][C:5]([O:8][CH3:9])=[N:6][CH:7]=1.[CH3:11][C:12]1([CH3:28])[C:16]([CH3:18])([CH3:17])[O:15][B:14]([B:14]2[O:15][C:16]([CH3:18])([CH3:17])[C:12]([CH3:28])([CH3:11])[O:13]2)[O:13]1.C([O-])(=O)C.[K+]. Product: [CH3:9][O:8][C:5]1[CH:4]=[C:3]([CH3:10])[C:2]([B:14]2[O:15][C:16]([CH3:18])([CH3:17])[C:12]([CH3:28])([CH3:11])[O:13]2)=[CH:7][N:6]=1. The catalyst class is: 613. (9) Reactant: B(F)(F)F.O(CC)CC.[CH:10]1([CH:16]([OH:18])[CH3:17])[CH2:15][CH2:14][CH2:13][CH2:12][CH2:11]1.[CH3:19][C:20]1([O:23][CH2:22]1)[CH3:21]. Product: [CH:10]1([CH:16]([O:18][C:20]([CH3:21])([CH3:19])[CH2:22][OH:23])[CH3:17])[CH2:15][CH2:14][CH2:13][CH2:12][CH2:11]1. The catalyst class is: 244. (10) Reactant: Cl[C:2]1[C:11]2[C:6](=[CH:7][CH:8]=[CH:9][CH:10]=2)[N:5]=[C:4]([C:12]2[CH:17]=[CH:16][CH:15]=[CH:14][C:13]=2[O:18][CH3:19])[N:3]=1.[CH3:20][O:21][C:22]([C@H:24]1[CH2:28][C@H:27]([NH2:29])[CH2:26][N:25]1[C:30]([O:32][C:33]([CH3:36])([CH3:35])[CH3:34])=[O:31])=[O:23].C(N(CC)CC)C. Product: [CH3:19][O:18][C:13]1[CH:14]=[CH:15][CH:16]=[CH:17][C:12]=1[C:4]1[N:3]=[C:2]([NH:29][C@@H:27]2[CH2:26][N:25]([C:30]([O:32][C:33]([CH3:34])([CH3:35])[CH3:36])=[O:31])[C@@H:24]([C:22]([O:21][CH3:20])=[O:23])[CH2:28]2)[C:11]2[C:6](=[CH:7][CH:8]=[CH:9][CH:10]=2)[N:5]=1. The catalyst class is: 346.